From a dataset of Forward reaction prediction with 1.9M reactions from USPTO patents (1976-2016). Predict the product of the given reaction. (1) Given the reactants [Br:1][C:2]1[CH:3]=[C:4]([C:9]2[O:13][N:12]=[CH:11][C:10]=2[CH2:14][CH2:15][C:16]([OH:18])=[O:17])[CH:5]=[CH:6][C:7]=1[Cl:8].S(=O)(=O)(O)O.[CH3:24]O, predict the reaction product. The product is: [Br:1][C:2]1[CH:3]=[C:4]([C:9]2[O:13][N:12]=[CH:11][C:10]=2[CH2:14][CH2:15][C:16]([O:18][CH3:24])=[O:17])[CH:5]=[CH:6][C:7]=1[Cl:8]. (2) Given the reactants [CH3:1][O:2][C:3]1[CH:4]=[C:5]([CH:18]=[C:19]([N+:21]([O-])=O)[CH:20]=1)[O:6][CH2:7][CH2:8][O:9][CH2:10][CH2:11][O:12][CH2:13][CH2:14][N:15]([CH3:17])[CH3:16], predict the reaction product. The product is: [CH3:16][N:15]([CH3:17])[CH2:14][CH2:13][O:12][CH2:11][CH2:10][O:9][CH2:8][CH2:7][O:6][C:5]1[CH:18]=[C:19]([CH:20]=[C:3]([O:2][CH3:1])[CH:4]=1)[NH2:21].